Dataset: Reaction yield outcomes from USPTO patents with 853,638 reactions. Task: Predict the reaction yield, written as a fraction of the theoretical maximum amount of product (1.0 means a 100% yield; for example, 0.34 means a 34% yield). (1) The reactants are [F:1][C:2]1[CH:7]=[C:6]([F:8])[CH:5]=[CH:4][C:3]=1[CH:9]1[CH2:13][CH2:12][CH2:11][C:10]1=[O:14].[C:15](Cl)([N:17]=[C:18]=[O:19])=[O:16].C1(C)C=CC=CC=1. The catalyst is C(OCC)(=O)C. The product is [F:1][C:2]1[CH:7]=[C:6]([F:8])[CH:5]=[CH:4][C:3]=1[CH:9]1[C:10]2[O:14][C:18](=[O:19])[NH:17][C:15](=[O:16])[C:11]=2[CH2:12][CH2:13]1. The yield is 0.364. (2) The reactants are [H-].[Na+].[Br:3][C:4]1[CH:5]=[C:6]2[C:10](=[CH:11][C:12]=1[CH3:13])[NH:9][C:8](=[O:14])[CH2:7]2.[Cl:15][C:16]1[C:25]2[C:20](=[CH:21][C:22]([O:26][CH2:27][CH2:28][CH2:29][N:30]3[CH2:35][CH2:34][O:33][CH2:32][CH2:31]3)=[CH:23][CH:24]=2)[N:19]=[CH:18][N:17]=1. The catalyst is CN(C)C=O. The product is [ClH:15].[ClH:15].[Br:3][C:4]1[CH:5]=[C:6]2[C:10](=[CH:11][C:12]=1[CH3:13])[NH:9][C:8]([OH:14])=[C:7]2[C:16]1[C:25]2[C:20](=[CH:21][C:22]([O:26][CH2:27][CH2:28][CH2:29][N:30]3[CH2:35][CH2:34][O:33][CH2:32][CH2:31]3)=[CH:23][CH:24]=2)[N:19]=[CH:18][N:17]=1. The yield is 0.400. (3) The reactants are [NH2:1][C:2]1[CH:3]=[CH:4][C:5]([CH3:11])=[C:6]([CH:10]=1)[C:7]([OH:9])=[O:8].[F:12][C:13]1[C:20]([F:21])=[C:19]([C:22]([F:25])([F:24])[F:23])[C:18]([F:26])=[C:17]([F:27])[C:14]=1[CH2:15]Br. The product is [CH3:11][C:5]1[CH:4]=[CH:3][C:2]([NH:1][CH2:15][C:14]2[C:17]([F:27])=[C:18]([F:26])[C:19]([C:22]([F:23])([F:25])[F:24])=[C:20]([F:21])[C:13]=2[F:12])=[CH:10][C:6]=1[C:7]([OH:9])=[O:8]. The catalyst is CN(C=O)C. The yield is 0.270. (4) The reactants are C([O:5][C:6](=[O:28])[CH2:7][CH:8]1[CH2:17][C:16]2[C:11](=[CH:12][CH:13]=[CH:14][CH:15]=2)[N:10](CC2C=CC(OC)=CC=2)[C:9]1=[O:27])(C)(C)C. The catalyst is C(O)(C(F)(F)F)=O. The product is [O:27]=[C:9]1[CH:8]([CH2:7][C:6]([OH:28])=[O:5])[CH2:17][C:16]2[C:11](=[CH:12][CH:13]=[CH:14][CH:15]=2)[NH:10]1. The yield is 0.930. (5) The reactants are [CH:1]1([SH:6])[CH2:5][CH2:4][CH2:3][CH2:2]1.[H-].[Na+].[NH2:9][C:10]1[C:15](Br)=[N:14][C:13]([C:17]2[CH:22]=[CH:21][CH:20]=[CH:19][CH:18]=2)=[CH:12][N:11]=1. The catalyst is C(#N)C. The product is [NH2:9][C:10]1[C:15]([S:6][CH:1]2[CH2:5][CH2:4][CH2:3][CH2:2]2)=[N:14][C:13]([C:17]2[CH:22]=[CH:21][CH:20]=[CH:19][CH:18]=2)=[CH:12][N:11]=1. The yield is 0.670. (6) The reactants are Cl.[Cl:2][C:3]1[CH:8]=[CH:7][C:6]([NH:9][NH2:10])=[CH:5][CH:4]=1.[CH3:11][C:12]([CH3:19])([CH3:18])[C:13](=O)[CH2:14][C:15]#[N:16]. No catalyst specified. The product is [C:12]([C:13]1[CH:14]=[C:15]([NH2:16])[N:9]([C:6]2[CH:7]=[CH:8][C:3]([Cl:2])=[CH:4][CH:5]=2)[N:10]=1)([CH3:19])([CH3:18])[CH3:11]. The yield is 0.330. (7) The yield is 0.450. The reactants are [CH3:1][C:2]1[N:7]=[CH:6][C:5]([C:8]#[C:9][Si](C)(C)C)=[CH:4][N:3]=1.FC(F)(F)S(O[C:20]1[CH2:21][CH2:22][N:23]([C:26]([O:28][C:29]([CH3:32])([CH3:31])[CH3:30])=[O:27])[CH2:24][CH:25]=1)(=O)=O. The product is [CH3:1][C:2]1[N:7]=[CH:6][C:5]([C:8]#[C:9][C:20]2[CH2:25][CH2:24][N:23]([C:26]([O:28][C:29]([CH3:32])([CH3:31])[CH3:30])=[O:27])[CH2:22][CH:21]=2)=[CH:4][N:3]=1. The catalyst is CN(C=O)C.Cl[Cu].Cl[Pd](Cl)([P](C1C=CC=CC=1)(C1C=CC=CC=1)C1C=CC=CC=1)[P](C1C=CC=CC=1)(C1C=CC=CC=1)C1C=CC=CC=1. (8) The reactants are [CH3:1][C:2]1[N:7]=[C:6]2[S:8][C:9]3[CH2:14][CH2:13][CH2:12][CH2:11][C:10]=3[C:5]2=[C:4]([C:15]2[CH:20]=[CH:19][C:18]([Cl:21])=[CH:17][CH:16]=2)[C:3]=1[CH2:22][C:23]([O:25][CH3:26])=[O:24].[Li+].C[Si]([N-][Si](C)(C)C)(C)C.[CH2:37]1[CH2:41]OC[CH2:38]1.ICCC. The catalyst is CN(C=O)C. The product is [CH3:1][C:2]1[N:7]=[C:6]2[S:8][C:9]3[CH2:14][CH2:13][CH2:12][CH2:11][C:10]=3[C:5]2=[C:4]([C:15]2[CH:16]=[CH:17][C:18]([Cl:21])=[CH:19][CH:20]=2)[C:3]=1[CH:22]([CH2:38][CH2:37][CH3:41])[C:23]([O:25][CH3:26])=[O:24]. The yield is 0.690. (9) The reactants are Cl[C:2]1[CH:9]=[C:8]([C:10]2[C:11]([C:15]([F:18])([F:17])[F:16])=[N:12][NH:13][CH:14]=2)[CH:7]=[CH:6][C:3]=1[C:4]#[N:5].[S-2:19].[Na+].[Na+].O. The catalyst is CN(C)C=O. The product is [SH:19][C:2]1[CH:9]=[C:8]([C:10]2[C:11]([C:15]([F:18])([F:17])[F:16])=[N:12][NH:13][CH:14]=2)[CH:7]=[CH:6][C:3]=1[C:4]#[N:5]. The yield is 0.976. (10) The reactants are [CH:1]1([CH2:4][N:5]2[CH2:30][CH2:29][C@:12]34[C:13]5[C:14]6[O:28][C@H:11]3[CH:10]([O:31][CH3:32])[CH2:9][CH2:8][C@@:7]4([OH:33])[C@H:6]2[CH2:19][C:18]=5[CH:17]=[CH:16][C:15]=6[O:20][CH2:21][C:22]2[CH:27]=[CH:26][CH:25]=[CH:24][CH:23]=2)[CH2:3][CH2:2]1.[S:34]([O:41]C)([C:37]([F:40])([F:39])[F:38])(=[O:36])=[O:35].[C:43]([O-])([O-])=O.[Na+].[Na+]. The catalyst is C(Cl)Cl. The product is [O-:41][S:34]([C:37]([F:40])([F:39])[F:38])(=[O:36])=[O:35].[CH:1]1([CH2:4][N+:5]2([CH3:43])[CH2:30][CH2:29][C@:12]34[C:13]5[C:14]6[O:28][C@H:11]3[CH:10]([O:31][CH3:32])[CH2:9][CH2:8][C@@:7]4([OH:33])[C@H:6]2[CH2:19][C:18]=5[CH:17]=[CH:16][C:15]=6[O:20][CH2:21][C:22]2[CH:23]=[CH:24][CH:25]=[CH:26][CH:27]=2)[CH2:3][CH2:2]1. The yield is 0.300.